From a dataset of Forward reaction prediction with 1.9M reactions from USPTO patents (1976-2016). Predict the product of the given reaction. (1) Given the reactants [Mg].Cl[CH:3]1[CH2:8][CH2:7][O:6][CH2:5][CH2:4]1.CI.II.CON(C)[C:16]([CH:18]1[O:23][CH2:22][CH2:21][N:20]([CH2:24][C:25]2[CH:30]=[CH:29][CH:28]=[CH:27][CH:26]=2)[CH2:19]1)=[O:17].C(O)(=O)C.[NH4+].[Cl-].O, predict the reaction product. The product is: [C:25]1([CH2:24][N:20]2[CH2:21][CH2:22][O:23][CH:18]([C:16]([CH:3]3[CH2:8][CH2:7][O:6][CH2:5][CH2:4]3)=[O:17])[CH2:19]2)[CH:26]=[CH:27][CH:28]=[CH:29][CH:30]=1. (2) Given the reactants [NH2:1][C:2]1[C:7]([OH:8])=[CH:6][CH:5]=[CH:4][N:3]=1.[H-].[Na+].[Br:11][C:12]1[CH:17]=[C:16]([C:18]([F:21])([F:20])[F:19])[CH:15]=[CH:14][C:13]=1F, predict the reaction product. The product is: [Br:11][C:12]1[CH:17]=[C:16]([C:18]([F:19])([F:20])[F:21])[CH:15]=[CH:14][C:13]=1[O:8][C:7]1[C:2]([NH2:1])=[N:3][CH:4]=[CH:5][CH:6]=1. (3) Given the reactants [Cl:1][C:2]1[CH:8]=[CH:7][C:5]([NH2:6])=[C:4]([N:9]2[CH2:14][CH2:13][N:12]([CH2:15][CH2:16][C:17]([F:20])([F:19])[F:18])[CH2:11][CH2:10]2)[CH:3]=1.[C:21]([O:25][C:26]([N:28]1[CH2:37][CH2:36][C:35]2[C:30](=[CH:31][C:32]([C:38](O)=[O:39])=[CH:33][CH:34]=2)[CH2:29]1)=[O:27])([CH3:24])([CH3:23])[CH3:22].CN(C(ON1N=NC2C=CC=NC1=2)=[N+](C)C)C.F[P-](F)(F)(F)(F)F.CCN(C(C)C)C(C)C, predict the reaction product. The product is: [Cl:1][C:2]1[CH:8]=[CH:7][C:5]([NH:6][C:38]([C:32]2[CH:31]=[C:30]3[C:35]([CH2:36][CH2:37][N:28]([C:26]([O:25][C:21]([CH3:24])([CH3:23])[CH3:22])=[O:27])[CH2:29]3)=[CH:34][CH:33]=2)=[O:39])=[C:4]([N:9]2[CH2:14][CH2:13][N:12]([CH2:15][CH2:16][C:17]([F:19])([F:18])[F:20])[CH2:11][CH2:10]2)[CH:3]=1. (4) Given the reactants [CH2:1](P(=O)([O-])OCC)[C:2]1[CH:7]=[CH:6][CH:5]=[CH:4][CH:3]=1.CC(C1C=C[C:20]([Br:23])=[CH:19][CH:18]=1)=O.[CH3:24]S(C)=O.[CH3:28][C:29]([CH3:32])([O-])[CH3:30].[K+], predict the reaction product. The product is: [Br:23][C:20]1[CH:28]=[C:29]([C:32]([CH3:24])=[CH:1][C:2]2[CH:3]=[CH:4][CH:5]=[CH:6][CH:7]=2)[CH:30]=[CH:18][CH:19]=1. (5) Given the reactants Cl[CH2:2][C:3]1[N:4]=[C:5]([C:9]2[CH:14]=[CH:13][CH:12]=[CH:11][CH:10]=2)[O:6][C:7]=1[CH3:8].[OH:15][C:16]1[CH:21]=[C:20]([OH:22])[CH:19]=[CH:18][C:17]=1[C:23]([C:25]1[CH:30]=[CH:29][CH:28]=[CH:27][CH:26]=1)=[O:24].C(=O)([O-])[O-].[K+].[K+], predict the reaction product. The product is: [C:23]([C:17]1[CH:18]=[CH:19][C:20]([O:22][CH2:2][C:3]2[N:4]=[C:5]([C:9]3[CH:14]=[CH:13][CH:12]=[CH:11][CH:10]=3)[O:6][C:7]=2[CH3:8])=[CH:21][C:16]=1[OH:15])(=[O:24])[C:25]1[CH:26]=[CH:27][CH:28]=[CH:29][CH:30]=1. (6) Given the reactants [C:1]([O:5][C:6]([N:8]1[CH2:13][CH2:12][NH:11][C@H:10]([C:14]([OH:16])=[O:15])[CH2:9]1)=[O:7])([CH3:4])([CH3:3])[CH3:2].C(=O)([O-])[O-].[K+].[K+].[C:23](Cl)(=[O:39])[O:24][CH2:25][CH:26]1[C:38]2[CH:37]=[CH:36][CH:35]=[CH:34][C:33]=2[C:32]2[C:27]1=[CH:28][CH:29]=[CH:30][CH:31]=2, predict the reaction product. The product is: [CH:37]1[C:38]2[CH:26]([CH2:25][O:24][C:23]([N:11]3[CH2:12][CH2:13][N:8]([C:6]([O:5][C:1]([CH3:4])([CH3:2])[CH3:3])=[O:7])[CH2:9][C@H:10]3[C:14]([OH:16])=[O:15])=[O:39])[C:27]3[C:32](=[CH:31][CH:30]=[CH:29][CH:28]=3)[C:33]=2[CH:34]=[CH:35][CH:36]=1.